Dataset: Forward reaction prediction with 1.9M reactions from USPTO patents (1976-2016). Task: Predict the product of the given reaction. (1) The product is: [ClH:52].[ClH:52].[C:1]([C:3]1[CH:51]=[CH:50][C:6]2[N:7]([CH2:36][C:37]3[C:46]4[C:41](=[CH:42][CH:43]=[CH:44][CH:45]=4)[N:40]=[CH:39][C:38]=3[CH:47]3[CH2:49][CH2:48]3)[C:8](=[O:35])[C@@H:9]([NH:21][C:22](=[O:34])[C@@H:23]([NH:25][CH3:26])[CH3:24])[C@H:10]([CH3:20])[N:11]([C:12]([CH:14]3[CH2:19][CH2:18][O:17][CH2:16][CH2:15]3)=[O:13])[C:5]=2[CH:4]=1)#[N:2]. Given the reactants [C:1]([C:3]1[CH:51]=[CH:50][C:6]2[N:7]([CH2:36][C:37]3[C:46]4[C:41](=[CH:42][CH:43]=[CH:44][CH:45]=4)[N:40]=[CH:39][C:38]=3[CH:47]3[CH2:49][CH2:48]3)[C:8](=[O:35])[C@@H:9]([NH:21][C:22](=[O:34])[C@@H:23]([N:25](C)[C:26](=O)OC(C)(C)C)[CH3:24])[C@H:10]([CH3:20])[N:11]([C:12]([CH:14]3[CH2:19][CH2:18][O:17][CH2:16][CH2:15]3)=[O:13])[C:5]=2[CH:4]=1)#[N:2].[ClH:52], predict the reaction product. (2) Given the reactants Cl[C:2]1[N:11]=[C:10]([NH2:12])[C:9]2[C:4](=[CH:5][CH:6]=[CH:7][CH:8]=2)[N:3]=1.[NH:13]1[CH2:18][CH2:17][CH2:16][CH2:15][CH2:14]1, predict the reaction product. The product is: [N:13]1([C:2]2[N:11]=[C:10]([NH2:12])[C:9]3[C:4](=[CH:5][CH:6]=[CH:7][CH:8]=3)[N:3]=2)[CH2:18][CH2:17][CH2:16][CH2:15][CH2:14]1. (3) The product is: [NH2:11][C:7]1[CH:8]=[CH:9][CH:10]=[C:3]([OH:2])[C:4]=1[C:5]#[N:6]. Given the reactants C[O:2][C:3]1[CH:10]=[CH:9][CH:8]=[C:7]([N+:11]([O-])=O)[C:4]=1[C:5]#[N:6], predict the reaction product. (4) Given the reactants CCCP(=O)=O.Cl.[F:8][C:9]([F:23])([F:22])[C:10]1[CH:15]=[CH:14][CH:13]=[CH:12][C:11]=1[CH:16]1[CH2:21][CH2:20][CH2:19][NH:18][CH2:17]1.C(N(CC)CC)C.[CH3:31][N:32]([CH3:42])[C:33]1[CH:34]=[C:35]([CH:39]=[CH:40][N:41]=1)[C:36](O)=[O:37].C(=O)(O)[O-].[Na+], predict the reaction product. The product is: [CH3:31][N:32]([CH3:42])[C:33]1[CH:34]=[C:35]([C:36]([N:18]2[CH2:19][CH2:20][CH2:21][CH:16]([C:11]3[CH:12]=[CH:13][CH:14]=[CH:15][C:10]=3[C:9]([F:8])([F:22])[F:23])[CH2:17]2)=[O:37])[CH:39]=[CH:40][N:41]=1. (5) Given the reactants C[O:2][C:3]([C:5]1[N:6]=[C:7]([C:24]#[N:25])[C:8]2[C:13]([C:14]=1[OH:15])=[CH:12][CH:11]=[C:10]([O:16][C:17]1[CH:22]=[CH:21][CH:20]=[C:19]([Cl:23])[CH:18]=1)[CH:9]=2)=O.[NH2:26][CH2:27][C:28]([CH3:35])([CH3:34])[C:29]([O:31][CH2:32][CH3:33])=[O:30], predict the reaction product. The product is: [CH2:32]([O:31][C:29](=[O:30])[C:28]([CH3:35])([CH3:34])[CH2:27][NH:26][C:3]([C:5]1[N:6]=[C:7]([C:24]#[N:25])[C:8]2[C:13]([C:14]=1[OH:15])=[CH:12][CH:11]=[C:10]([O:16][C:17]1[CH:22]=[CH:21][CH:20]=[C:19]([Cl:23])[CH:18]=1)[CH:9]=2)=[O:2])[CH3:33]. (6) Given the reactants [C:1]([O:7][C@@H:8]1[C@@H:14]([O:15][C:16](=[O:21])[C:17]([CH3:20])([CH3:19])[CH3:18])[C@H:13]([O:22][C:23](=[O:28])[C:24]([CH3:27])([CH3:26])[CH3:25])[C@@H:12]([CH2:29][O:30][C:31](=[O:36])[C:32]([CH3:35])([CH3:34])[CH3:33])[O:11][CH:9]1[OH:10])(=[O:6])[C:2]([CH3:5])([CH3:4])[CH3:3].CC(C)([O-])C.[K+].C([O:50][C:51](=[O:54])[CH2:52]Br)C1C=CC=CC=1.C1(C)C=CC=CC=1, predict the reaction product. The product is: [C:1]([O:7][C@@H:8]1[C@@H:14]([O:15][C:16](=[O:21])[C:17]([CH3:18])([CH3:20])[CH3:19])[C@H:13]([O:22][C:23](=[O:28])[C:24]([CH3:27])([CH3:26])[CH3:25])[C@@H:12]([CH2:29][O:30][C:31](=[O:36])[C:32]([CH3:35])([CH3:34])[CH3:33])[O:11][CH:9]1[O:10][CH2:52][C:51]([OH:54])=[O:50])(=[O:6])[C:2]([CH3:5])([CH3:4])[CH3:3]. (7) Given the reactants [Br:1][C:2]1[CH:7]=[C:6]([O:8][CH3:9])[C:5]([OH:10])=[C:4]([O:11][CH3:12])[CH:3]=1.[OH-].[K+].C(OP([C:23](Br)([F:25])[F:24])(=O)OCC)C, predict the reaction product. The product is: [Br:1][C:2]1[CH:3]=[C:4]([O:11][CH3:12])[C:5]([O:10][CH:23]([F:25])[F:24])=[C:6]([O:8][CH3:9])[CH:7]=1. (8) Given the reactants N[C:2]1[S:3][C:4]([I:11])=[C:5]([C:7]([O:9][CH3:10])=[O:8])[N:6]=1.N(OC(C)(C)C)=O.[NH4+].[Cl-:20], predict the reaction product. The product is: [Cl:20][C:2]1[S:3][C:4]([I:11])=[C:5]([C:7]([O:9][CH3:10])=[O:8])[N:6]=1. (9) The product is: [Cl:26][CH2:27][CH2:28][CH2:29][S:30]([N:23]1[CH2:24][CH2:25][CH:20]([C:11]2[C:10]3[C:14](=[C:15]([C:17]([NH2:19])=[O:18])[CH:16]=[C:8]([C:4]4[CH:5]=[CH:6][CH:7]=[C:2]([F:1])[CH:3]=4)[CH:9]=3)[NH:13][N:12]=2)[CH2:21][CH2:22]1)(=[O:32])=[O:31]. Given the reactants [F:1][C:2]1[CH:3]=[C:4]([C:8]2[CH:9]=[C:10]3[C:14](=[C:15]([C:17]([NH2:19])=[O:18])[CH:16]=2)[NH:13][N:12]=[C:11]3[CH:20]2[CH2:25][CH2:24][NH:23][CH2:22][CH2:21]2)[CH:5]=[CH:6][CH:7]=1.[Cl:26][CH2:27][CH2:28][CH2:29][S:30](Cl)(=[O:32])=[O:31].C(N(CC)CC)C, predict the reaction product. (10) Given the reactants C([N:8]1[CH2:13][CH:12]2[CH2:14][CH2:15][CH:9]1[C:10](=[O:16])[NH:11]2)C1C=CC=CC=1, predict the reaction product. The product is: [CH:12]12[CH2:14][CH2:15][CH:9]([NH:8][CH2:13]1)[C:10](=[O:16])[NH:11]2.